This data is from Reaction yield outcomes from USPTO patents with 853,638 reactions. The task is: Predict the reaction yield, written as a fraction of the theoretical maximum amount of product (1.0 means a 100% yield; for example, 0.34 means a 34% yield). (1) The reactants are Cl[C:2]1[CH:7]=[C:6]([NH:8][C:9]2[CH:19]=[CH:18][CH:17]=[CH:16][C:10]=2[C:11]([NH:13][CH2:14][CH3:15])=[O:12])[C:5]([Cl:20])=[CH:4][N:3]=1.[CH2:21]([N:23]1[C:27]([NH2:28])=[CH:26][C:25]([CH3:29])=[N:24]1)[CH3:22].C(=O)([O-])[O-].[Cs+].[Cs+].C1(P(C2C=CC=CC=2)C2C=CC3C(=CC=CC=3)C=2C2C3C(=CC=CC=3)C=CC=2P(C2C=CC=CC=2)C2C=CC=CC=2)C=CC=CC=1. The catalyst is C([O-])(=O)C.[Pd+2].C([O-])(=O)C.O1CCOCC1.C1COCC1. The product is [Cl:20][C:5]1[C:6]([NH:8][C:9]2[CH:19]=[CH:18][CH:17]=[CH:16][C:10]=2[C:11]([NH:13][CH2:14][CH3:15])=[O:12])=[CH:7][C:2]([NH:28][C:27]2[N:23]([CH2:21][CH3:22])[N:24]=[C:25]([CH3:29])[CH:26]=2)=[N:3][CH:4]=1. The yield is 0.300. (2) The reactants are CO[N:3]=[CH:4][C:5]1[CH:21]=[CH:20][C:8]2[CH2:9][CH2:10][N:11]([C:14](=[O:19])[C:15]([F:18])([F:17])[F:16])[CH2:12][CH2:13][C:7]=2[CH:6]=1.[ClH:22]. The catalyst is CO.[Pd]. The product is [ClH:22].[F:18][C:15]([F:16])([F:17])[C:14]([N:11]1[CH2:10][CH2:9][C:8]2[CH:20]=[CH:21][C:5]([CH2:4][NH2:3])=[CH:6][C:7]=2[CH2:13][CH2:12]1)=[O:19]. The yield is 0.928. (3) The product is [O:1]1[CH2:6][CH2:5][CH:4]([C:7]2[CH:12]=[C:11]([NH2:13])[CH:10]=[CH:9][N:8]=2)[CH2:3][CH2:2]1. The reactants are [O:1]1[CH2:6][CH:5]=[C:4]([C:7]2[CH:12]=[C:11]([N+:13]([O-])=O)[CH:10]=[CH:9][N:8]=2)[CH2:3][CH2:2]1. The yield is 1.00. The catalyst is O1CCCC1.C(O)(=O)C.[Pd]. (4) The reactants are [NH:1]1[CH2:7][CH2:6][CH2:5][CH2:4][CH2:3][CH2:2]1.Br[CH2:9][CH2:10][O:11][CH2:12][CH2:13][O:14][CH3:15].C(=O)([O-])[O-].[K+].[K+]. The catalyst is CO. The product is [CH3:15][O:14][CH2:13][CH2:12][O:11][CH2:10][CH2:9][N:1]1[CH2:7][CH2:6][CH2:5][CH2:4][CH2:3][CH2:2]1. The yield is 0.650. (5) The reactants are Cl.[Cl:2][C:3]1[CH:7]=[C:6](C(O)=O)[N:5]([C:11]2[CH:12]=[N:13][CH:14]=[CH:15][CH:16]=2)[N:4]=1. The catalyst is CN(C=O)C.[OH-].[NH4+].O.[Cu]=O. The product is [Cl:2][C:3]1[CH:7]=[CH:6][N:5]([C:11]2[CH:12]=[N:13][CH:14]=[CH:15][CH:16]=2)[N:4]=1. The yield is 0.697.